Task: Predict the product of the given reaction.. Dataset: Forward reaction prediction with 1.9M reactions from USPTO patents (1976-2016) (1) Given the reactants [CH:1]([C:3]1[C:11]2[C:6](=[CH:7][CH:8]=[CH:9][CH:10]=2)[NH:5][C:4]=1[C:12]1[CH:19]=[CH:18][C:15]([C:16]#[N:17])=[CH:14][CH:13]=1)=O.[Cl:20][C:21]1[CH:26]=[CH:25][C:24]([S:27]([CH2:30][C:31]#[N:32])(=[O:29])=[O:28])=[CH:23][CH:22]=1, predict the reaction product. The product is: [Cl:20][C:21]1[CH:22]=[CH:23][C:24]([S:27]([C:30]([C:31]#[N:32])=[CH:1][C:3]2[C:11]3[C:6](=[CH:7][CH:8]=[CH:9][CH:10]=3)[NH:5][C:4]=2[C:12]2[CH:19]=[CH:18][C:15]([C:16]#[N:17])=[CH:14][CH:13]=2)(=[O:28])=[O:29])=[CH:25][CH:26]=1. (2) Given the reactants [CH3:1][O:2][C:3](=[O:16])[C:4]1[CH:9]=[C:8]([CH2:10][CH2:11][CH3:12])[C:7]([OH:13])=[C:6]([O:14][CH3:15])[CH:5]=1.N1C(C)=CC=CC=1C.[F:25][C:26]([F:39])([F:38])[S:27](O[S:27]([C:26]([F:39])([F:38])[F:25])(=[O:29])=[O:28])(=[O:29])=[O:28].Cl, predict the reaction product. The product is: [CH3:1][O:2][C:3](=[O:16])[C:4]1[CH:9]=[C:8]([CH2:10][CH2:11][CH3:12])[C:7]([O:13][S:27]([C:26]([F:39])([F:38])[F:25])(=[O:29])=[O:28])=[C:6]([O:14][CH3:15])[CH:5]=1. (3) Given the reactants [C:1]([O:7][CH2:8][CH2:9][CH2:10][CH2:11][CH2:12][CH2:13][CH2:14][OH:15])(=[O:6])[C:2]([CH3:5])([CH3:4])[CH3:3].C[N+]1([O-])CCOCC1, predict the reaction product. The product is: [C:1]([O:7][CH2:8][CH2:9][CH2:10][CH2:11][CH2:12][CH2:13][CH:14]=[O:15])(=[O:6])[C:2]([CH3:4])([CH3:5])[CH3:3]. (4) Given the reactants Br[CH2:2][C:3](Br)=[O:4].[CH2:6]([NH:8][CH2:9][CH3:10])[CH3:7].[CH3:11][O:12][C:13]1[N:18]=[CH:17][C:16]([NH:19][S:20]([C:23]2[CH:28]=[CH:27][CH:26]=[CH:25][C:24]=2[CH3:29])(=[O:22])=[O:21])=[CH:15][CH:14]=1, predict the reaction product. The product is: [CH2:6]([N:8]([CH2:9][CH3:10])[C:3](=[O:4])[CH2:2][N:19]([C:16]1[CH:17]=[N:18][C:13]([O:12][CH3:11])=[CH:14][CH:15]=1)[S:20]([C:23]1[C:24]([CH3:29])=[CH:25][CH:26]=[CH:27][CH:28]=1)(=[O:21])=[O:22])[CH3:7]. (5) Given the reactants [Cl:1][C:2]1[C:7]([C:8]2[CH:13]=[CH:12][CH:11]=[C:10]([CH2:14][CH3:15])[CH:9]=2)=[C:6]([C@:16]([C@@H:22]2[O:27][CH2:26][CH2:25][N:24]([C:28]([O:30][C:31]([CH3:34])([CH3:33])[CH3:32])=[O:29])[CH2:23]2)([OH:21])[CH2:17][CH2:18][CH:19]=C)[CH:5]=[CH:4][CH:3]=1.C[N+]1([O-])CC[O:39]CC1, predict the reaction product. The product is: [Cl:1][C:2]1[C:7]([C:8]2[CH:13]=[CH:12][CH:11]=[C:10]([CH2:14][CH3:15])[CH:9]=2)=[C:6]([C@:16]([C@@H:22]2[O:27][CH2:26][CH2:25][N:24]([C:28]([O:30][C:31]([CH3:34])([CH3:32])[CH3:33])=[O:29])[CH2:23]2)([OH:21])[CH2:17][CH2:18][CH:19]=[O:39])[CH:5]=[CH:4][CH:3]=1. (6) Given the reactants [CH2:1]([C:3]1[CH:12]=[C:11]2[C:6]([C:7](=[O:19])[N:8]([NH:14][S:15]([CH3:18])(=[O:17])=[O:16])[C:9](=[O:13])[NH:10]2)=[CH:5][C:4]=1[C:20]1[N:21]([CH3:25])[N:22]=[CH:23][CH:24]=1)[CH3:2].Cl[C:27]([O:29][CH2:30][CH2:31][CH2:32][CH3:33])=[O:28], predict the reaction product. The product is: [CH2:30]([O:29][C:27](=[O:28])[N:14]([S:15]([CH3:18])(=[O:16])=[O:17])[N:8]1[C:7](=[O:19])[C:6]2[C:11](=[CH:12][C:3]([CH2:1][CH3:2])=[C:4]([C:20]3[N:21]([CH3:25])[N:22]=[CH:23][CH:24]=3)[CH:5]=2)[NH:10][C:9]1=[O:13])[CH2:31][CH2:32][CH3:33].